This data is from Full USPTO retrosynthesis dataset with 1.9M reactions from patents (1976-2016). The task is: Predict the reactants needed to synthesize the given product. (1) Given the product [Cl:1][C:2]1[N:3]=[N:4][CH:5]=[C:6]([N:9]2[CH2:13][CH2:12][C@@H:11]([NH:14][C:15](=[O:21])[O:16][C:17]([CH3:19])([CH3:18])[CH3:20])[CH2:10]2)[CH:7]=1, predict the reactants needed to synthesize it. The reactants are: [Cl:1][C:2]1[N:3]=[N:4][CH:5]=[C:6](Cl)[CH:7]=1.[NH:9]1[CH2:13][CH2:12][C@@H:11]([NH:14][C:15](=[O:21])[O:16][C:17]([CH3:20])([CH3:19])[CH3:18])[CH2:10]1.C(N(CC)CC)C. (2) Given the product [Br:1][C:2]1[CH:3]=[N:4][N:5]([C:14]([C:15]2[CH:20]=[CH:19][CH:18]=[CH:17][CH:16]=2)([C:27]2[CH:28]=[CH:29][CH:30]=[CH:31][CH:32]=2)[C:21]2[CH:22]=[CH:23][CH:24]=[CH:25][CH:26]=2)[CH:6]=1, predict the reactants needed to synthesize it. The reactants are: [Br:1][C:2]1[CH:3]=[N:4][NH:5][CH:6]=1.C(N(CC)CC)C.[C:14](Cl)([C:27]1[CH:32]=[CH:31][CH:30]=[CH:29][CH:28]=1)([C:21]1[CH:26]=[CH:25][CH:24]=[CH:23][CH:22]=1)[C:15]1[CH:20]=[CH:19][CH:18]=[CH:17][CH:16]=1.O.